From a dataset of Reaction yield outcomes from USPTO patents with 853,638 reactions. Predict the reaction yield, written as a fraction of the theoretical maximum amount of product (1.0 means a 100% yield; for example, 0.34 means a 34% yield). The reactants are [NH2:1][CH:2]1[CH2:5][N:4]([C:6]([C:8]2[CH:9]=[C:10]([CH:23]=[CH:24][C:25]=2[F:26])[CH2:11][C:12]2[C:21]3[C:16](=[CH:17][CH:18]=[CH:19][CH:20]=3)[C:15](=[O:22])[NH:14][N:13]=2)=[O:7])[CH2:3]1.[CH:27](=O)[CH2:28][CH2:29][CH3:30].C(O[BH-](OC(=O)C)OC(=O)C)(=O)C.[Na+]. No catalyst specified. The product is [CH2:27]([NH:1][CH:2]1[CH2:3][N:4]([C:6]([C:8]2[CH:9]=[C:10]([CH:23]=[CH:24][C:25]=2[F:26])[CH2:11][C:12]2[C:21]3[C:16](=[CH:17][CH:18]=[CH:19][CH:20]=3)[C:15](=[O:22])[NH:14][N:13]=2)=[O:7])[CH2:5]1)[CH2:28][CH2:29][CH3:30]. The yield is 0.850.